Dataset: Catalyst prediction with 721,799 reactions and 888 catalyst types from USPTO. Task: Predict which catalyst facilitates the given reaction. (1) Reactant: [Cl:1][C:2]1[C:7]([Cl:8])=[C:6]([Cl:9])[N:5]=[C:4]([C:10]([NH2:12])=O)[CH:3]=1.COC1C=CC(P2(=S)SP(=S)(C3C=CC(OC)=CC=3)[S:22]2)=CC=1. Product: [Cl:1][C:2]1[C:7]([Cl:8])=[C:6]([Cl:9])[N:5]=[C:4]([C:10](=[S:22])[NH2:12])[CH:3]=1. The catalyst class is: 93. (2) Reactant: C[O:2][C:3](=[O:25])[C:4]1[CH:16]=[C:15]([C:17](=[O:24])[C:18]2[CH:23]=[CH:22][CH:21]=[CH:20][CH:19]=2)[CH:14]=[C:6]([C:7]([N:9]([CH3:13])[CH2:10][CH2:11][CH3:12])=[O:8])[CH:5]=1.[OH-].[Li+].Cl. Product: [C:17]([C:15]1[CH:14]=[C:6]([C:7]([N:9]([CH3:13])[CH2:10][CH2:11][CH3:12])=[O:8])[CH:5]=[C:4]([CH:16]=1)[C:3]([OH:25])=[O:2])(=[O:24])[C:18]1[CH:19]=[CH:20][CH:21]=[CH:22][CH:23]=1. The catalyst class is: 5. (3) Reactant: [C:1]([O:5][C:6]([N:8]1[CH2:13][CH2:12][CH:11]([CH2:14][N:15]2[CH2:20][CH2:19][NH:18][CH2:17][C:16]2=[O:21])[CH2:10][CH2:9]1)=[O:7])([CH3:4])([CH3:3])[CH3:2].C(N(C(C)C)CC)(C)C.[Cl:31][C:32]1[CH:33]=[CH:34][C:35]2[CH:39]=[C:38]([S:40](Cl)(=[O:42])=[O:41])[S:37][C:36]=2[CH:44]=1. Product: [C:1]([O:5][C:6]([N:8]1[CH2:13][CH2:12][CH:11]([CH2:14][N:15]2[CH2:20][CH2:19][N:18]([S:40]([C:38]3[S:37][C:36]4[CH:44]=[C:32]([Cl:31])[CH:33]=[CH:34][C:35]=4[CH:39]=3)(=[O:42])=[O:41])[CH2:17][C:16]2=[O:21])[CH2:10][CH2:9]1)=[O:7])([CH3:4])([CH3:2])[CH3:3]. The catalyst class is: 759. (4) Reactant: [Br:1][C:2]1[CH:7]=[C:6]([CH3:8])[CH:5]=[CH:4][C:3]=1F.[CH3:10][S-:11].[Na+]. Product: [Br:1][C:2]1[CH:7]=[C:6]([CH3:8])[CH:5]=[CH:4][C:3]=1[S:11][CH3:10]. The catalyst class is: 287. (5) Reactant: [CH3:1][S:2][C:3](=[N:15][C:16]1[C:21]([F:22])=[CH:20][C:19]([F:23])=[CH:18][C:17]=1[F:24])[NH:4][CH2:5][C:6]([N:8]1[CH2:13][CH2:12][CH:11]([CH3:14])[CH2:10][CH2:9]1)=O.COC1C=CC(P2(=S)SP(=S)(C3C=CC(OC)=CC=3)S2)=CC=1. Product: [CH3:14][CH:11]1[CH2:12][CH2:13][N:8]([C:6]2[N:15]([C:16]3[C:21]([F:22])=[CH:20][C:19]([F:23])=[CH:18][C:17]=3[F:24])[C:3]([S:2][CH3:1])=[N:4][CH:5]=2)[CH2:9][CH2:10]1. The catalyst class is: 216.